From a dataset of Full USPTO retrosynthesis dataset with 1.9M reactions from patents (1976-2016). Predict the reactants needed to synthesize the given product. Given the product [Cl:1][C:2]1[CH:3]=[CH:4][C:5]([C:25]#[N:26])=[C:6]([C:8]2[C:13]([O:14][CH3:15])=[CH:12][N:11]([CH:16]([CH2:20][CH:21]3[CH2:22][CH2:23]3)[C:17]([NH:27][C:28]3[CH:40]=[CH:39][C:31]([C:32]([O:34][C:35]([CH3:36])([CH3:37])[CH3:38])=[O:33])=[CH:30][CH:29]=3)=[O:18])[C:10](=[O:24])[CH:9]=2)[CH:7]=1, predict the reactants needed to synthesize it. The reactants are: [Cl:1][C:2]1[CH:3]=[CH:4][C:5]([C:25]#[N:26])=[C:6]([C:8]2[C:13]([O:14][CH3:15])=[CH:12][N:11]([CH:16]([CH2:20][CH:21]3[CH2:23][CH2:22]3)[C:17](O)=[O:18])[C:10](=[O:24])[CH:9]=2)[CH:7]=1.[NH2:27][C:28]1[CH:40]=[CH:39][C:31]([C:32]([O:34][C:35]([CH3:38])([CH3:37])[CH3:36])=[O:33])=[CH:30][CH:29]=1.